This data is from Reaction yield outcomes from USPTO patents with 853,638 reactions. The task is: Predict the reaction yield, written as a fraction of the theoretical maximum amount of product (1.0 means a 100% yield; for example, 0.34 means a 34% yield). (1) The reactants are [H-].[Na+].Cl[C:4]1[C:9]([C:10]([NH:12][CH2:13][C:14]2[CH:19]=[CH:18][CH:17]=[C:16]([F:20])[CH:15]=2)=[O:11])=[C:8]([CH3:21])[CH:7]=[C:6]([Cl:22])[N:5]=1.[OH2:23].[CH3:24]O. No catalyst specified. The product is [Cl:22][C:6]1[N:5]=[C:4]([O:23][CH3:24])[C:9]([C:10]([NH:12][CH2:13][C:14]2[CH:19]=[CH:18][CH:17]=[C:16]([F:20])[CH:15]=2)=[O:11])=[C:8]([CH3:21])[CH:7]=1. The yield is 0.540. (2) The reactants are Br[C:2]1[S:6][C:5]([NH:7][C:8]([C:10]2([C:13]3[CH:18]=[CH:17][C:16]([O:19][CH3:20])=[CH:15][CH:14]=3)[CH2:12][CH2:11]2)=[O:9])=[N:4][CH:3]=1.[NH:21]1[CH2:26][CH2:25][CH2:24][CH2:23][CH2:22]1.CN(C)C=[O:30]. No catalyst specified. The product is [N:21]1([C:2]2[S:6][C:5]([NH:7][C:8]([C:10]3([C:13]4[CH:18]=[CH:17][C:16]5[O:19][CH2:20][O:30][C:15]=5[CH:14]=4)[CH2:12][CH2:11]3)=[O:9])=[N:4][CH:3]=2)[CH2:26][CH2:25][CH2:24][CH2:23][CH2:22]1. The yield is 0.0300. (3) The reactants are [O:1]1[CH2:6][CH2:5][CH2:4][CH2:3][CH:2]1[O:7][C@H:8]1[CH2:13][CH2:12][C@H:11]([CH2:14][OH:15])[CH2:10][CH2:9]1.[Br:16][C:17]1[CH:22]=[CH:21][C:20](O)=[CH:19][C:18]=1[F:24].BrC1C=CC(OC[C@@H]2CC[C@H](OC3CCCCO3)CC2)=CC=1. No catalyst specified. The product is [Br:16][C:17]1[CH:22]=[CH:21][C:20]([O:15][CH2:14][C@H:11]2[CH2:12][CH2:13][C@H:8]([O:7][CH:2]3[CH2:3][CH2:4][CH2:5][CH2:6][O:1]3)[CH2:9][CH2:10]2)=[CH:19][C:18]=1[F:24]. The yield is 0.816. (4) The reactants are C1(C(C2C=CC=CC=2)=[N:8][NH:9][C:10]2[CH:11]=[CH:12][C:13](=[O:16])[NH:14][CH:15]=2)C=CC=CC=1.[CH3:23][C:24]([CH3:31])([CH3:30])[C:25](=O)[CH2:26][C:27]#[N:28].Cl. No catalyst specified. The product is [NH2:28][C:27]1[N:9]([C:10]2[CH:11]=[CH:12][C:13](=[O:16])[NH:14][CH:15]=2)[N:8]=[C:25]([C:24]([CH3:31])([CH3:30])[CH3:23])[CH:26]=1. The yield is 0.0600. (5) The reactants are [SH:1][C:2]1[N:7]=[C:6]([OH:8])[CH:5]=[C:4]([C:9]([F:12])([F:11])[F:10])[N:3]=1.C(=O)([O-])[O-].[K+].[K+].Br[CH2:20][C:21]1[C:22]([CH2:29][CH3:30])=[N:23][CH:24]=[CH:25][C:26]=1[CH2:27][CH3:28]. The catalyst is CN(C=O)C. The product is [CH2:29]([C:22]1[C:21]([CH2:20][S:1][C:2]2[N:7]=[C:6]([OH:8])[CH:5]=[C:4]([C:9]([F:12])([F:10])[F:11])[N:3]=2)=[C:26]([CH2:27][CH3:28])[CH:25]=[CH:24][N:23]=1)[CH3:30]. The yield is 0.690. (6) The reactants are [CH3:1][NH:2][C:3](=[O:5])[CH3:4].[C]=[O:7].C=O.[O:10]1[CH2:14][CH2:13]CC1. No catalyst specified. The product is [C:3]([N:2]([CH2:13][C:14]([OH:10])=[O:7])[CH3:1])(=[O:5])[CH3:4]. The yield is 0.850. (7) The reactants are [NH:1]([C:18]([O:20][C:21]([CH3:24])([CH3:23])[CH3:22])=[O:19])[C@@H:2]([C:8]([O:10][CH2:11][C:12]1[CH:17]=[CH:16][CH:15]=[CH:14][CH:13]=1)=[O:9])[CH2:3][CH2:4][C:5](=[O:7])[OH:6].[CH3:25][Si](C=[N+]=[N-])(C)C.[CH3:32][C:33]([O:36][C:37](O[C:37]([O:36][C:33]([CH3:35])([CH3:34])[CH3:32])=[O:38])=[O:38])([CH3:35])[CH3:34]. The catalyst is C(Cl)Cl.CO.CC#N.CN(C1C=CN=CC=1)C. The product is [C:21]([O:20][C:18]([N:1]([C:37]([O:36][C:33]([CH3:35])([CH3:34])[CH3:32])=[O:38])[C@@H:2]([C:8]([O:10][CH2:11][C:12]1[CH:13]=[CH:14][CH:15]=[CH:16][CH:17]=1)=[O:9])[CH2:3][CH2:4][C:5]([O:6][CH3:25])=[O:7])=[O:19])([CH3:24])([CH3:23])[CH3:22]. The yield is 0.720. (8) The reactants are Br[C:2]1[CH:3]=[CH:4][C:5]2[O:24][CH2:23][C:8]3([C:16]4[C:11](=[CH:12][CH:13]=[CH:14][CH:15]=4)[N:10]([CH2:17][CH2:18][CH2:19][CH2:20][CH3:21])[C:9]3=[O:22])[C:6]=2[CH:7]=1.Br[C:26]1[CH:31]=[CH:30][C:29]2C3(C[O:48][C:28]=2[CH:27]=1)C1C(=CC=CC=1)N(CCCCC)C3=O. No catalyst specified. The product is [CH2:17]([N:10]1[C:11]2[C:16](=[CH:15][CH:14]=[CH:13][CH:12]=2)[C:8]2([C:6]3[CH:7]=[C:2]([O:48][C:28]4[CH:29]=[CH:30][CH:31]=[CH:26][CH:27]=4)[CH:3]=[CH:4][C:5]=3[O:24][CH2:23]2)[C:9]1=[O:22])[CH2:18][CH2:19][CH2:20][CH3:21]. The yield is 0.100.